This data is from hERG potassium channel inhibition data for cardiac toxicity prediction from Karim et al.. The task is: Regression/Classification. Given a drug SMILES string, predict its toxicity properties. Task type varies by dataset: regression for continuous values (e.g., LD50, hERG inhibition percentage) or binary classification for toxic/non-toxic outcomes (e.g., AMES mutagenicity, cardiotoxicity, hepatotoxicity). Dataset: herg_karim. The drug is Fc1c(Cl)cccc1Cn1ccc2c(OC3CCN(Cc4cscn4)CC3)ncnc21. The result is 1 (blocker).